Dataset: Full USPTO retrosynthesis dataset with 1.9M reactions from patents (1976-2016). Task: Predict the reactants needed to synthesize the given product. (1) Given the product [CH:11]1[C:12]2[C:7](=[CH:6][C:5]3[C:14]([C:13]=2[O:15][CH2:23][CH2:24][OH:25])=[CH:1][CH:2]=[CH:3][CH:4]=3)[CH:8]=[CH:9][CH:10]=1, predict the reactants needed to synthesize it. The reactants are: [CH:1]1[C:14]2[C:13](=[O:15])[C:12]3[C:7](=[CH:8][CH:9]=[CH:10][CH:11]=3)[CH2:6][C:5]=2[CH:4]=[CH:3][CH:2]=1.C(=O)([O-])[O-].[K+].[K+].Br[CH2:23][CH2:24][OH:25]. (2) Given the product [C:1]1([C:7]2[N:12]3[N:13]=[C:14]([NH:16][C:17]4[CH:25]=[C:24]5[C:20]([C:21]([NH:26][CH:27]6[CH2:32][CH2:31][NH:30][CH2:29][CH2:28]6)=[N:22][NH:23]5)=[CH:19][CH:18]=4)[N:15]=[C:11]3[CH:10]=[CH:9][CH:8]=2)[CH:2]=[CH:3][CH:4]=[CH:5][CH:6]=1, predict the reactants needed to synthesize it. The reactants are: [C:1]1([C:7]2[N:12]3[N:13]=[C:14]([NH:16][C:17]4[CH:25]=[C:24]5[C:20]([C:21]([NH:26][CH:27]6[CH2:32][CH2:31][N:30](C(OC(C)(C)C)=O)[CH2:29][CH2:28]6)=[N:22][NH:23]5)=[CH:19][CH:18]=4)[N:15]=[C:11]3[CH:10]=[CH:9][CH:8]=2)[CH:6]=[CH:5][CH:4]=[CH:3][CH:2]=1. (3) The reactants are: [CH:1]1([C@H:6]2[C:37](=[O:38])[N:36]3[CH2:39][C@@H:33]([CH2:34][C@H:35]3[C:40](=[O:56])[NH:41][C@:42]3([C:47](=[O:55])[NH:48][S:49]([CH:52]4[CH2:54][CH2:53]4)(=[O:51])=[O:50])[CH2:44][C@H:43]3[CH:45]=[CH2:46])[O:32][C:18]3=[N:19][C:20]4[CH:21]=[CH:22][CH:23]=[CH:24][C:25]=4[C:26]([O:27][CH2:28][C:29](O)=[O:30])=[C:17]3[CH2:16][CH:15]=[CH:14][CH2:13][CH2:12][C@@H:11]3[CH2:57][CH2:58][CH2:59][C@H:10]3[O:9][C:8](=[O:60])[NH:7]2)[CH2:5][CH2:4][CH2:3][CH2:2]1.[NH:61]1[CH2:65][CH2:64][CH2:63][CH2:62]1.CCN(C(C)C)C(C)C.CN(C(ON1N=NC2C=CC=NC1=2)=[N+](C)C)C.F[P-](F)(F)(F)(F)F. Given the product [CH:1]1([C@H:6]2[C:37](=[O:38])[N:36]3[CH2:39][C@@H:33]([CH2:34][C@H:35]3[C:40]([NH:41][C@:42]3([C:47](=[O:55])[NH:48][S:49]([CH:52]4[CH2:54][CH2:53]4)(=[O:50])=[O:51])[CH2:44][C@H:43]3[CH:45]=[CH2:46])=[O:56])[O:32][C:18]3=[N:19][C:20]4[CH:21]=[CH:22][CH:23]=[CH:24][C:25]=4[C:26]([O:27][CH2:28][C:29](=[O:30])[N:61]4[CH2:65][CH2:64][CH2:63][CH2:62]4)=[C:17]3[CH2:16][CH:15]=[CH:14][CH2:13][CH2:12][C@@H:11]3[CH2:57][CH2:58][CH2:59][C@H:10]3[O:9][C:8](=[O:60])[NH:7]2)[CH2:5][CH2:4][CH2:3][CH2:2]1, predict the reactants needed to synthesize it. (4) Given the product [CH:14]1([CH2:18][NH:13][CH:6]2[CH2:5][C:4]3[C:9](=[CH:10][CH:11]=[CH:12][C:3]=3[O:2][CH3:1])[O:8][CH2:7]2)[CH2:17][CH2:16][CH2:15]1, predict the reactants needed to synthesize it. The reactants are: [CH3:1][O:2][C:3]1[CH:12]=[CH:11][CH:10]=[C:9]2[C:4]=1[CH2:5][CH:6]([NH2:13])[CH2:7][O:8]2.[CH:14]1([CH2:18]Br)[CH2:17][CH2:16][CH2:15]1.C(N(CC)CC)C. (5) Given the product [CH3:22][O:21][C:12]1[CH:13]=[CH:14][C:15]([C:17]([F:20])([F:19])[F:18])=[CH:16][C:11]=1[NH:10][C:6]1[C:5]2[N:4]([N:3]=[C:2]([NH:34][C:33]3[CH:35]=[CH:36][CH:37]=[C:31]([N:28]4[CH2:27][CH2:26][N:25]([CH3:24])[CH2:30][CH2:29]4)[CH:32]=3)[N:23]=2)[CH:9]=[CH:8][CH:7]=1, predict the reactants needed to synthesize it. The reactants are: Cl[C:2]1[N:23]=[C:5]2[C:6]([NH:10][C:11]3[CH:16]=[C:15]([C:17]([F:20])([F:19])[F:18])[CH:14]=[CH:13][C:12]=3[O:21][CH3:22])=[CH:7][CH:8]=[CH:9][N:4]2[N:3]=1.[CH3:24][N:25]1[CH2:30][CH2:29][N:28]([C:31]2[CH:32]=[C:33]([CH:35]=[CH:36][CH:37]=2)[NH2:34])[CH2:27][CH2:26]1.C1(P(C2CCCCC2)C2C=CC=CC=2C2C=CC=CC=2P(C2CCCCC2)C2CCCCC2)CCCCC1. (6) Given the product [CH2:29]([N:17]1[C:18]2[C:23](=[CH:22][CH:21]=[C:20]([O:27][CH3:28])[CH:19]=2)[C:24]([C:25]#[N:26])=[C:16]1[C:15]#[C:14][C:11]1[CH:12]=[CH:13][C:8]([N:7]2[CH2:2][CH2:3][NH:4][C:5]2=[O:6])=[CH:9][CH:10]=1)[CH3:30], predict the reactants needed to synthesize it. The reactants are: Cl[CH2:2][CH2:3][NH:4][C:5]([NH:7][C:8]1[CH:13]=[CH:12][C:11]([C:14]#[C:15][C:16]2[N:17]([CH2:29][CH3:30])[C:18]3[C:23]([C:24]=2[C:25]#[N:26])=[CH:22][CH:21]=[C:20]([O:27][CH3:28])[CH:19]=3)=[CH:10][CH:9]=1)=[O:6].C([O-])([O-])=O.[K+].[K+].CN(C=O)C. (7) Given the product [F:59][C:60]1([F:65])[CH2:64][CH2:63][N:62]([C:23]([C:20]2[CH:21]=[C:22]3[C:17](=[CH:18][CH:19]=2)[CH:16]=[N:15][CH:14]=[C:13]3[C:10]2[CH:9]=[CH:8][C:7]([C:5]3[CH:4]=[N:3][N:2]([CH3:1])[CH:6]=3)=[CH:12][CH:11]=2)=[O:25])[CH2:61]1, predict the reactants needed to synthesize it. The reactants are: [CH3:1][N:2]1[CH:6]=[C:5]([C:7]2[CH:12]=[CH:11][C:10]([C:13]3[C:22]4[C:17](=[CH:18][CH:19]=[C:20]([C:23]([OH:25])=O)[CH:21]=4)[CH:16]=[N:15][CH:14]=3)=[CH:9][CH:8]=2)[CH:4]=[N:3]1.CN(C(ON1N=NC2C=CC=NC1=2)=[N+](C)C)C.F[P-](F)(F)(F)(F)F.CCN(C(C)C)C(C)C.[F:59][C:60]1([F:65])[CH2:64][CH2:63][NH:62][CH2:61]1.[OH-].[Na+]. (8) Given the product [F:1][C:2]1[CH:3]=[CH:4][C:5]([C:8]2[C:17]3[C:12](=[CH:13][C:14]([C:19]([OH:21])=[O:20])=[C:15]([CH3:18])[CH:16]=3)[O:11][C:10](=[O:23])[CH:9]=2)=[CH:6][CH:7]=1, predict the reactants needed to synthesize it. The reactants are: [F:1][C:2]1[CH:7]=[CH:6][C:5]([C:8]2[C:17]3[C:12](=[CH:13][C:14]([C:19]([O:21]C)=[O:20])=[C:15]([CH3:18])[CH:16]=3)[O:11][C:10](=[O:23])[CH:9]=2)=[CH:4][CH:3]=1.[Li+].[OH-].Cl.